Predict which catalyst facilitates the given reaction. From a dataset of Catalyst prediction with 721,799 reactions and 888 catalyst types from USPTO. Reactant: [NH2:1][C:2]1[CH:7]=[CH:6][C:5]([NH:8][C:9]2[CH:18]=[CH:17][N:16]=[C:15]3[C:10]=2[C:11]2[CH:23]=[CH:22][CH:21]=[CH:20][C:12]=2[C:13](=[O:19])[NH:14]3)=[CH:4][CH:3]=1.CCN(C(C)C)C(C)C.[C:33]1([S:39](Cl)(=[O:41])=[O:40])[CH:38]=[CH:37][CH:36]=[CH:35][CH:34]=1. Product: [O:19]=[C:13]1[C:12]2[CH:20]=[CH:21][CH:22]=[CH:23][C:11]=2[C:10]2[C:15](=[N:16][CH:17]=[CH:18][C:9]=2[NH:8][C:5]2[CH:4]=[CH:3][C:2]([NH:1][S:39]([C:33]3[CH:38]=[CH:37][CH:36]=[CH:35][CH:34]=3)(=[O:41])=[O:40])=[CH:7][CH:6]=2)[NH:14]1. The catalyst class is: 57.